From a dataset of Forward reaction prediction with 1.9M reactions from USPTO patents (1976-2016). Predict the product of the given reaction. Given the reactants [OH:1][CH2:2][C@@H:3]1[C@@H:11]2[C@@H:6]([S:7][C@@H:8]([CH2:12][CH2:13][CH2:14][C:15]([O:17][CH3:18])=[O:16])[CH2:9][CH2:10]2)[CH2:5][C@H:4]1[O:19][CH:20]1[CH2:25][CH2:24][CH2:23][CH2:22][O:21]1.C(N(C(C)C)CC)(C)C.N1C=CC=CC=1.S(=O)(=O)=O.O, predict the reaction product. The product is: [CH:2]([C@@H:3]1[C@@H:11]2[C@@H:6]([S:7][C@@H:8]([CH2:12][CH2:13][CH2:14][C:15]([O:17][CH3:18])=[O:16])[CH2:9][CH2:10]2)[CH2:5][C@H:4]1[O:19][CH:20]1[CH2:25][CH2:24][CH2:23][CH2:22][O:21]1)=[O:1].